From a dataset of Peptide-MHC class II binding affinity with 134,281 pairs from IEDB. Regression. Given a peptide amino acid sequence and an MHC pseudo amino acid sequence, predict their binding affinity value. This is MHC class II binding data. (1) The peptide sequence is PEREVLVWKFDSRLAFHH. The MHC is DRB1_1501 with pseudo-sequence DRB1_1501. The binding affinity (normalized) is 1.00. (2) The peptide sequence is HEALNIALIAVSIIS. The MHC is DRB1_0701 with pseudo-sequence DRB1_0701. The binding affinity (normalized) is 0.522. (3) The peptide sequence is KGLPIRYQTTATKSE. The MHC is DRB1_0101 with pseudo-sequence DRB1_0101. The binding affinity (normalized) is 0.565. (4) The peptide sequence is KKWNSITVMPLLCGIGC. The MHC is HLA-DQA10501-DQB10402 with pseudo-sequence HLA-DQA10501-DQB10402. The binding affinity (normalized) is 0.538. (5) The peptide sequence is SQPATGAATVAAGAA. The MHC is HLA-DQA10501-DQB10301 with pseudo-sequence HLA-DQA10501-DQB10301. The binding affinity (normalized) is 0.933.